This data is from Forward reaction prediction with 1.9M reactions from USPTO patents (1976-2016). The task is: Predict the product of the given reaction. (1) Given the reactants [CH3:1][O:2][C:3]1[CH:8]=[CH:7][CH:6]=[CH:5][C:4]=1O.[C:10]1([CH3:33])[CH:15]=[CH:14][C:13]([S:16]([O:19][CH2:20][CH2:21][O:22]S(C2C=CC(C)=CC=2)(=O)=O)(=[O:18])=[O:17])=[CH:12][CH:11]=1, predict the reaction product. The product is: [C:10]1([CH3:33])[CH:11]=[CH:12][C:13]([S:16]([O:19][CH2:20][CH2:21][O:22][C:5]2[CH:6]=[CH:7][CH:8]=[C:3]([O:2][CH3:1])[CH:4]=2)(=[O:17])=[O:18])=[CH:14][CH:15]=1. (2) Given the reactants [NH3:1].[S:2]([O-:6])([O-:5])(=[O:4])=[O:3].[Zn+2:7].[S:8](=[O:12])(=[O:11])([OH:10])[OH:9], predict the reaction product. The product is: [S:2]([O-:6])([O-:5])(=[O:4])=[O:3].[Zn+2:7].[S:8]([O-:12])([O-:11])(=[O:10])=[O:9].[NH4+:1].[NH4+:1]. (3) The product is: [C:16]([NH:15][CH2:14][CH2:13][CH:9]1[C:10]2[C:6](=[CH:5][CH:4]=[C:3]([NH:2][C:19](=[O:22])[CH2:20][CH3:21])[C:11]=2[OH:12])[CH2:7][CH2:8]1)(=[O:18])[CH3:17]. Given the reactants Cl.[NH2:2][C:3]1[C:11]([OH:12])=[C:10]2[C:6]([CH2:7][CH2:8][CH:9]2[CH2:13][CH2:14][NH:15][C:16](=[O:18])[CH3:17])=[CH:5][CH:4]=1.[C:19](O[C:19](=[O:22])[CH2:20][CH3:21])(=[O:22])[CH2:20][CH3:21].O, predict the reaction product. (4) Given the reactants [CH3:1][C:2]1[CH:7]=[CH:6][C:5]([NH:8][NH2:9])=[CH:4][C:3]=1[S:10][CH2:11][CH2:12][CH3:13].[F:14][C:15]([F:26])([F:25])[C:16](O[C:16](=[O:17])[C:15]([F:26])([F:25])[F:14])=[O:17], predict the reaction product. The product is: [CH3:1][C:2]1[CH:7]=[CH:6][C:5]([NH:8][NH:9][C:16](=[O:17])[C:15]([F:26])([F:25])[F:14])=[CH:4][C:3]=1[S:10][CH2:11][CH2:12][CH3:13]. (5) Given the reactants Br[CH2:2][C:3]1[CH:8]=[C:7]([CH3:9])[CH:6]=[C:5]([C:10]([CH3:13])([CH3:12])[CH3:11])[CH:4]=1.[C-:14]#[N:15].[K+], predict the reaction product. The product is: [C:10]([C:5]1[CH:4]=[C:3]([CH2:2][C:14]#[N:15])[CH:8]=[C:7]([CH3:9])[CH:6]=1)([CH3:13])([CH3:12])[CH3:11].